From a dataset of Full USPTO retrosynthesis dataset with 1.9M reactions from patents (1976-2016). Predict the reactants needed to synthesize the given product. (1) Given the product [OH:9][C:8]1[C:7]([CH3:6])=[C:13]([OH:14])[CH:12]=[CH:11][C:10]=1[CH:18]=[O:19], predict the reactants needed to synthesize it. The reactants are: P(Cl)(Cl)(Cl)=O.[CH3:6][C:7]1[C:13]([OH:14])=[CH:12][CH:11]=[CH:10][C:8]=1[OH:9].CN([CH:18]=[O:19])C. (2) Given the product [ClH:59].[ClH:59].[CH:1]1([NH:4][C:5](=[O:31])[C:6]2[CH:11]=[C:10]([F:12])[C:9]([CH3:13])=[C:8]([C:14]3[CH:15]=[C:16]4[C:21](=[CH:22][CH:23]=3)[C:20](=[O:24])[N:19]([CH2:25][CH:26]3[CH2:28][CH2:27]3)[CH:18]=[C:17]4[CH2:29][N:32]3[CH2:37][CH2:36][NH:35][CH2:34][CH2:33]3)[CH:7]=2)[CH2:3][CH2:2]1, predict the reactants needed to synthesize it. The reactants are: [CH:1]1([NH:4][C:5](=[O:31])[C:6]2[CH:11]=[C:10]([F:12])[C:9]([CH3:13])=[C:8]([C:14]3[CH:15]=[C:16]4[C:21](=[CH:22][CH:23]=3)[C:20](=[O:24])[N:19]([CH2:25][CH:26]3[CH2:28][CH2:27]3)[CH:18]=[C:17]4[CH:29]=O)[CH:7]=2)[CH2:3][CH2:2]1.[N:32]1(C(OC(C)(C)C)=O)[CH2:37][CH2:36][NH:35][CH2:34][CH2:33]1.C(O[BH-](OC(=O)C)OC(=O)C)(=O)C.[Na+].[Cl:59]CCl.